This data is from Reaction yield outcomes from USPTO patents with 853,638 reactions. The task is: Predict the reaction yield, written as a fraction of the theoretical maximum amount of product (1.0 means a 100% yield; for example, 0.34 means a 34% yield). (1) The reactants are [Cl:1][C:2]1[C:10]([C:11]2[CH:12]=[CH:13][C:14]([NH2:17])=[N:15][CH:16]=2)=[CH:9][C:8]2[CH2:7][CH2:6][O:5][C:4]=2[CH:3]=1.[F:18][C:19]1[CH:27]=[CH:26][CH:25]=[C:24]([F:28])[C:20]=1[C:21](Cl)=[O:22].CCN(C(C)C)C(C)C.C([O-])(O)=O.[Na+].C(Cl)Cl. The catalyst is C(Cl)Cl. The product is [F:18][C:19]1[CH:27]=[CH:26][CH:25]=[C:24]([F:28])[C:20]=1[C:21]([NH:17][C:14]1[CH:13]=[CH:12][C:11]([C:10]2[C:2]([Cl:1])=[CH:3][C:4]3[O:5][CH2:6][CH2:7][C:8]=3[CH:9]=2)=[CH:16][N:15]=1)=[O:22]. The yield is 0.821. (2) The reactants are [F:1][C:2]([F:14])([F:13])[C:3]([C:9]([F:12])([F:11])[F:10])([OH:8])[CH2:4][CH2:5][CH2:6][OH:7].C[Li].[CH2:17]([Li])CCC.[C:22](Cl)(=[O:26])[C:23]([CH3:25])=[CH2:24]. No catalyst specified. The product is [C:22]([O:7][CH2:6][CH:5]([CH3:17])[CH2:4][C:3]([C:9]([F:10])([F:11])[F:12])([OH:8])[C:2]([F:13])([F:14])[F:1])(=[O:26])[C:23]([CH3:25])=[CH2:24]. The yield is 0.760.